From a dataset of Catalyst prediction with 721,799 reactions and 888 catalyst types from USPTO. Predict which catalyst facilitates the given reaction. (1) Reactant: [Cl:1][C:2]1[C:7]([C:8]([C:10]2[NH:14][CH:13]=[C:12]([S:15](Cl)(=[O:17])=[O:16])[CH:11]=2)=[O:9])=[CH:6][CH:5]=[CH:4][N:3]=1.[O-]S([O-])=O.[Na+].[Na+].[Cl:25][C:26]1[CH:33]=[CH:32][C:29]([CH2:30]Br)=[CH:28][CH:27]=1. Product: [Cl:25][C:26]1[CH:33]=[CH:32][C:29]([CH2:30][S:15]([C:12]2[CH:11]=[C:10]([C:8]([C:7]3[C:2]([Cl:1])=[N:3][CH:4]=[CH:5][CH:6]=3)=[O:9])[NH:14][CH:13]=2)(=[O:17])=[O:16])=[CH:28][CH:27]=1. The catalyst class is: 283. (2) Reactant: [Cl:1][C:2]1[CH:11]=[CH:10][C:5]([C:6]([O:8][CH3:9])=[O:7])=[C:4]([NH:12][CH2:13][CH2:14][CH2:15][OH:16])[C:3]=1[NH:17][C:18](=S)[NH:19][C:20]1[C:25]([CH3:26])=[N:24][C:23]([CH3:27])=[CH:22][N:21]=1.Cl.C(N=C=NCCCN(C)C)C.C(N(CC)CC)C. Product: [Cl:1][C:2]1[C:3]2[N:17]=[C:18]([NH:19][C:20]3[C:25]([CH3:26])=[N:24][C:23]([CH3:27])=[CH:22][N:21]=3)[N:12]([CH2:13][CH2:14][CH2:15][OH:16])[C:4]=2[C:5]([C:6]([O:8][CH3:9])=[O:7])=[CH:10][CH:11]=1. The catalyst class is: 685. (3) Reactant: C([O:8][N:9]1[C:14]2[N:15]=[CH:16][N:17]=[CH:18][C:13]=2[C:12]([OH:19])=[C:11]([CH3:20])[C:10]1=[O:21])C1C=CC=CC=1.[H][H]. Product: [OH:19][C:12]1[C:13]2[CH:18]=[N:17][CH:16]=[N:15][C:14]=2[N:9]([OH:8])[C:10](=[O:21])[C:11]=1[CH3:20]. The catalyst class is: 352.